From a dataset of Reaction yield outcomes from USPTO patents with 853,638 reactions. Predict the reaction yield, written as a fraction of the theoretical maximum amount of product (1.0 means a 100% yield; for example, 0.34 means a 34% yield). The reactants are [CH2:1]([N:8]1[C@H:13]([CH3:14])[CH2:12][N:11]([C@H:15]([C:23]2[CH:35]=[CH:34][C:26]([C:27]([N:29]([CH2:32][CH3:33])[CH2:30][CH3:31])=[O:28])=[CH:25][CH:24]=2)[C:16]2[CH:21]=[CH:20][CH:19]=[C:18]([OH:22])[CH:17]=2)[C@@H:10]([CH3:36])[CH2:9]1)[C:2]1[CH:7]=[CH:6][CH:5]=[CH:4][CH:3]=1.I[CH2:38][C:39]([O:41]CC)=[O:40]. No catalyst specified. The product is [CH2:1]([N:8]1[C@H:13]([CH3:14])[CH2:12][N:11]([C@@H:15]([C:16]2[CH:17]=[C:18]([CH:19]=[CH:20][CH:21]=2)[O:22][CH2:38][C:39]([OH:41])=[O:40])[C:23]2[CH:24]=[CH:25][C:26]([C:27]([N:29]([CH2:32][CH3:33])[CH2:30][CH3:31])=[O:28])=[CH:34][CH:35]=2)[C@@H:10]([CH3:36])[CH2:9]1)[C:2]1[CH:3]=[CH:4][CH:5]=[CH:6][CH:7]=1. The yield is 0.846.